Dataset: Full USPTO retrosynthesis dataset with 1.9M reactions from patents (1976-2016). Task: Predict the reactants needed to synthesize the given product. (1) Given the product [CH2:18]([O:25][C:26]1[C:27]([Cl:36])=[CH:28][C:29]([C:30]([N:4]2[CH2:5][CH2:6][O:1][C:2]3[CH:10]=[CH:9][CH:8]=[N:7][C:3]2=3)=[O:31])=[CH:33][C:34]=1[Cl:35])[C:19]1[CH:20]=[CH:21][CH:22]=[CH:23][CH:24]=1, predict the reactants needed to synthesize it. The reactants are: [O:1]1[CH2:6][CH2:5][NH:4][C:3]2[N:7]=[CH:8][CH:9]=[CH:10][C:2]1=2.C(N(CC)CC)C.[CH2:18]([O:25][C:26]1[C:34]([Cl:35])=[CH:33][C:29]([C:30](Cl)=[O:31])=[CH:28][C:27]=1[Cl:36])[C:19]1[CH:24]=[CH:23][CH:22]=[CH:21][CH:20]=1. (2) The reactants are: [NH2:1][C:2]1[C:11]2[N:10]=[CH:9][C:8]([CH2:12][CH2:13][C:14]3[CH:34]=[CH:33][C:17]([O:18][CH2:19][CH2:20][CH2:21][C:22]([P:25](=[O:32])([O:29]CC)[O:26]CC)([F:24])[F:23])=[CH:16][C:15]=3[CH3:35])=[CH:7][C:6]=2[C:5]2[CH:36]=[CH:37][C:38]([CH3:40])=[CH:39][C:4]=2[N:3]=1.C(O)(C(F)(F)F)=O. Given the product [NH2:1][C:2]1[C:11]2[N:10]=[CH:9][C:8]([CH2:12][CH2:13][C:14]3[CH:34]=[CH:33][C:17]([O:18][CH2:19][CH2:20][CH2:21][C:22]([P:25](=[O:26])([OH:29])[OH:32])([F:23])[F:24])=[CH:16][C:15]=3[CH3:35])=[CH:7][C:6]=2[C:5]2[CH:36]=[CH:37][C:38]([CH3:40])=[CH:39][C:4]=2[N:3]=1, predict the reactants needed to synthesize it. (3) Given the product [Cl:1][C:2]1[CH:7]=[CH:6][C:5]([C:8]2[N:12]([CH2:13][C:14]3[CH:19]=[CH:18][CH:17]=[CH:16][C:15]=3[F:20])[C:11](=[O:21])[N:10]([CH2:22][C:23]([NH:40][C:41]([C:46]3[CH:51]=[CH:50][CH:49]=[C:48]([C:52]([F:53])([F:54])[F:55])[CH:47]=3)([CH3:45])[C:42]([NH2:44])=[O:43])=[O:24])[N:9]=2)=[CH:4][CH:3]=1, predict the reactants needed to synthesize it. The reactants are: [Cl:1][C:2]1[CH:7]=[CH:6][C:5]([C:8]2[N:12]([CH2:13][C:14]3[CH:19]=[CH:18][CH:17]=[CH:16][C:15]=3[F:20])[C:11](=[O:21])[N:10]([CH2:22][C:23](O)=[O:24])[N:9]=2)=[CH:4][CH:3]=1.C(Cl)CCl.C1C=CC2N(O)N=NC=2C=1.[NH2:40][C:41]([C:46]1[CH:51]=[CH:50][CH:49]=[C:48]([C:52]([F:55])([F:54])[F:53])[CH:47]=1)([CH3:45])[C:42]([NH2:44])=[O:43].